Dataset: Forward reaction prediction with 1.9M reactions from USPTO patents (1976-2016). Task: Predict the product of the given reaction. (1) Given the reactants [CH3:1][O:2][C:3]1[CH:4]=[C:5]2[C:10](=[CH:11][C:12]=1[O:13][CH3:14])[N:9]=[CH:8][N:7]=[C:6]2[CH:15]1[CH2:20][CH2:19][NH:18][CH2:17][CH2:16]1.[CH2:21]([O:23][C:24]1[CH:29]=[CH:28][C:27]([N:30]=[C:31]=[O:32])=[CH:26][CH:25]=1)[CH3:22], predict the reaction product. The product is: [CH2:21]([O:23][C:24]1[CH:29]=[CH:28][C:27]([NH:30][C:31]([N:18]2[CH2:19][CH2:20][CH:15]([C:6]3[C:5]4[C:10](=[CH:11][C:12]([O:13][CH3:14])=[C:3]([O:2][CH3:1])[CH:4]=4)[N:9]=[CH:8][N:7]=3)[CH2:16][CH2:17]2)=[O:32])=[CH:26][CH:25]=1)[CH3:22]. (2) Given the reactants [CH:1]1([C:7]([NH2:9])=O)[CH2:6][CH2:5][CH2:4][CH2:3][CH2:2]1.COC1C=CC(P2(SP(C3C=CC(OC)=CC=3)(=S)S2)=[S:19])=CC=1.Cl[CH:33]([C:39](=O)[CH3:40])[C:34]([O:36][CH2:37][CH3:38])=[O:35], predict the reaction product. The product is: [CH:1]1([C:7]2[S:19][C:33]([C:34]([O:36][CH2:37][CH3:38])=[O:35])=[C:39]([CH3:40])[N:9]=2)[CH2:6][CH2:5][CH2:4][CH2:3][CH2:2]1.